From a dataset of Reaction yield outcomes from USPTO patents with 853,638 reactions. Predict the reaction yield, written as a fraction of the theoretical maximum amount of product (1.0 means a 100% yield; for example, 0.34 means a 34% yield). (1) The reactants are C([O:4][C:5]1[CH:10]=[CH:9][C:8]([F:11])=[CH:7][C:6]=1[C:12]1[C:17]([Cl:18])=[CH:16][CH:15]=[CH:14][C:13]=1[Cl:19])C=C.[CH2:20]1[CH:29]2C(CCCC2)CC[CH2:21]1. No catalyst specified. The product is [CH2:29]([C:10]1[CH:9]=[C:8]([F:11])[CH:7]=[C:6]([C:12]2[C:13]([Cl:19])=[CH:14][CH:15]=[CH:16][C:17]=2[Cl:18])[C:5]=1[OH:4])[CH:20]=[CH2:21]. The yield is 0.840. (2) The reactants are [C:1]([C:5]1[CH:10]=[CH:9][C:8]([C:11]2[N:12]([C:31]3[CH:36]=[CH:35][C:34](B4OC(C)(C)C(C)(C)O4)=[CH:33][CH:32]=3)[CH:13]=[CH:14][C:15]=2[C:16]2[CH:21]=[CH:20][C:19](B3OC(C)(C)C(C)(C)O3)=[CH:18][CH:17]=2)=[CH:7][CH:6]=1)([CH3:4])([CH3:3])[CH3:2].Br[C:47]1[NH:51][C:50]([C@@H:52]2[CH2:56][CH2:55][CH2:54][N:53]2[C:57]([O:59][C:60]([CH3:63])([CH3:62])[CH3:61])=[O:58])=[N:49][CH:48]=1.ClCCl.[C:67](=[O:70])([O-])[O-:68].[Na+].[Na+]. The catalyst is C1C=CC(P(C2C=CC=CC=2)[C-]2C=CC=C2)=CC=1.C1C=CC(P(C2C=CC=CC=2)[C-]2C=CC=C2)=CC=1.Cl[Pd]Cl.[Fe+2].O.C1(C)C=CC=CC=1.C(O)C. The product is [C:1]([C:5]1[CH:10]=[CH:9][C:8]([C:11]2[N:12]([C:31]3[CH:36]=[CH:35][C:34]([C:47]4[N:51]=[C:50]([C@@H:52]5[CH2:56][CH2:55][CH2:54][N:53]5[C:67]([O:68][C:60]([CH3:63])([CH3:62])[CH3:61])=[O:70])[NH:49][CH:48]=4)=[CH:33][CH:32]=3)[CH:13]=[CH:14][C:15]=2[C:16]2[CH:17]=[CH:18][C:19]([C:47]3[N:51]=[C:50]([C@@H:52]4[CH2:56][CH2:55][CH2:54][N:53]4[C:57]([O:59][C:60]([CH3:63])([CH3:62])[CH3:61])=[O:58])[NH:49][CH:48]=3)=[CH:20][CH:21]=2)=[CH:7][CH:6]=1)([CH3:2])([CH3:4])[CH3:3]. The yield is 0.0900. (3) The reactants are [Cl-].O[NH3+:3].[C:4](=[O:7])([O-])[OH:5].[Na+].CS(C)=O.[CH2:13]([C:17]1[N:18]([CH2:32][C:33]2[CH:38]=[CH:37][C:36]([C:39]3[C:40]([C:45]#[N:46])=[CH:41][CH:42]=[CH:43][CH:44]=3)=[CH:35][CH:34]=2)[C:19](=[O:31])[C:20]([CH2:24][CH:25]([OH:30])[C:26]([CH3:29])([CH3:28])[CH3:27])=[C:21]([CH3:23])[N:22]=1)[CH2:14][CH2:15][CH3:16]. The catalyst is O.C(OCC)(=O)C. The product is [CH2:13]([C:17]1[N:18]([CH2:32][C:33]2[CH:34]=[CH:35][C:36]([C:39]3[CH:44]=[CH:43][CH:42]=[CH:41][C:40]=3[C:45]3[NH:3][C:4](=[O:7])[O:5][N:46]=3)=[CH:37][CH:38]=2)[C:19](=[O:31])[C:20]([CH2:24][CH:25]([OH:30])[C:26]([CH3:28])([CH3:29])[CH3:27])=[C:21]([CH3:23])[N:22]=1)[CH2:14][CH2:15][CH3:16]. The yield is 0.370. (4) The reactants are [NH2:1][C:2]1[CH:22]=[CH:21][C:5]([O:6][C:7]2[CH:12]=[CH:11][N:10]=[C:9]([NH:13]CC3C=CC=CC=3)[CH:8]=2)=[C:4]([F:23])[CH:3]=1.[H][H]. The catalyst is C(O)=O.CO.[OH-].[OH-].[Pd+2]. The product is [NH2:1][C:2]1[CH:22]=[CH:21][C:5]([O:6][C:7]2[CH:12]=[CH:11][N:10]=[C:9]([NH2:13])[CH:8]=2)=[C:4]([F:23])[CH:3]=1. The yield is 0.260. (5) The reactants are [Cl:1][C:2]1[CH:7]=[CH:6][N:5]=[C:4]2[CH:8]=[C:9]([Sn](C)(C)C)[S:10][C:3]=12.Br[C:16]1[CH:21]=[CH:20][CH:19]=[C:18]([O:22][CH3:23])[N:17]=1. No catalyst specified. The product is [Cl:1][C:2]1[CH:7]=[CH:6][N:5]=[C:4]2[CH:8]=[C:9]([C:16]3[CH:21]=[CH:20][CH:19]=[C:18]([O:22][CH3:23])[N:17]=3)[S:10][C:3]=12. The yield is 0.630. (6) The reactants are [C:1]1([CH3:15])[CH:6]=[CH:5][C:4]([C:7]2[NH:11][N:10]=[C:9]([C:12]([OH:14])=[O:13])[CH:8]=2)=[CH:3][CH:2]=1.S(=O)(=O)(O)O.[CH3:21]O. No catalyst specified. The product is [C:1]1([CH3:15])[CH:2]=[CH:3][C:4]([C:7]2[NH:11][N:10]=[C:9]([C:12]([O:14][CH3:21])=[O:13])[CH:8]=2)=[CH:5][CH:6]=1. The yield is 0.840. (7) The reactants are O1CCCCC1[O:7][CH2:8][CH2:9][O:10][C:11]1[CH:16]=[CH:15][C:14]([N:17]2[C:21]3[CH:22]=[CH:23][C:24]([C:26]4[CH:31]=[CH:30][C:29]([NH:32]C(=O)OC(C)(C)C)=[CH:28][CH:27]=4)=[CH:25][C:20]=3[N:19]=[CH:18]2)=[CH:13][CH:12]=1.FC(F)(F)S(OC1C=CC2N(C3C=CC(OCCOC4CCCCO4)=CC=3)C=NC=2C=1)(=O)=O.FC(F)(F)C(O)=O. The catalyst is ClCCl. The product is [NH2:32][C:29]1[CH:30]=[CH:31][C:26]([C:24]2[CH:23]=[CH:22][C:21]3[N:17]([C:14]4[CH:15]=[CH:16][C:11]([O:10][CH2:9][CH2:8][OH:7])=[CH:12][CH:13]=4)[CH:18]=[N:19][C:20]=3[CH:25]=2)=[CH:27][CH:28]=1. The yield is 0.540. (8) The reactants are [OH:1][CH2:2][C:3]([CH3:10])([CH3:9])[C:4]([O:6][CH2:7][CH3:8])=[O:5].C1CCN2C(=NCCC2)CC1.[C:22](=[S:24])=[S:23].[CH3:25]I. The catalyst is CN(C=O)C. The product is [CH3:9][C:3]([CH3:10])([CH2:2][O:1][C:22]([S:24][CH3:25])=[S:23])[C:4]([O:6][CH2:7][CH3:8])=[O:5]. The yield is 0.620. (9) The reactants are [CH2:1]([O:3][C:4](=[O:22])[CH:5]=[CH:6][C@@H:7]1[CH2:12][CH2:11][C:10]([F:14])([F:13])[CH2:9][N:8]1[C:15]([O:17][C:18]([CH3:21])([CH3:20])[CH3:19])=[O:16])[CH3:2]. The catalyst is [Pd].CO. The product is [CH2:1]([O:3][C:4](=[O:22])[CH2:5][CH2:6][C@@H:7]1[CH2:12][CH2:11][C:10]([F:14])([F:13])[CH2:9][N:8]1[C:15]([O:17][C:18]([CH3:21])([CH3:20])[CH3:19])=[O:16])[CH3:2]. The yield is 0.990. (10) The reactants are [CH2:1]([O:8][CH2:9][C@H:10]1[CH2:19][C@@:18]23[CH2:20][CH2:21][C@:11]1([O:33][CH3:34])[C@@H:12]1[O:29][C:27]4=[C:28]5[C@@:13]12[CH2:14][CH2:15][N:16]([CH3:32])[C@@H:17]3[CH2:22][C:23]5=[CH:24][CH:25]=[C:26]4[C:30]#[N:31])[C:2]1[CH:7]=[CH:6][CH:5]=[CH:4][CH:3]=1.C(=O)([O-])[O-:36].[K+].[K+].OO. The catalyst is CS(C)=O. The product is [CH2:1]([O:8][CH2:9][C@H:10]1[CH2:19][C@@:18]23[CH2:20][CH2:21][C@:11]1([O:33][CH3:34])[C@@H:12]1[O:29][C:27]4=[C:28]5[C@@:13]12[CH2:14][CH2:15][N:16]([CH3:32])[C@@H:17]3[CH2:22][C:23]5=[CH:24][CH:25]=[C:26]4[C:30]([NH2:31])=[O:36])[C:2]1[CH:7]=[CH:6][CH:5]=[CH:4][CH:3]=1. The yield is 0.520.